From a dataset of Peptide-MHC class II binding affinity with 134,281 pairs from IEDB. Regression. Given a peptide amino acid sequence and an MHC pseudo amino acid sequence, predict their binding affinity value. This is MHC class II binding data. (1) The peptide sequence is ALQSHDDVALVSVMW. The MHC is DRB1_1101 with pseudo-sequence DRB1_1101. The binding affinity (normalized) is 0.282. (2) The peptide sequence is EVVDYLGIPASARPV. The MHC is DRB1_0301 with pseudo-sequence DRB1_0301. The binding affinity (normalized) is 0.199. (3) The peptide sequence is MEVGWYRPPFSRFVHLYRNGK. The MHC is HLA-DPA10103-DPB10201 with pseudo-sequence HLA-DPA10103-DPB10201. The binding affinity (normalized) is 0.169. (4) The peptide sequence is MGRDIKVQFQSGGAN. The MHC is HLA-DPA10201-DPB10101 with pseudo-sequence HLA-DPA10201-DPB10101. The binding affinity (normalized) is 0.0797. (5) The peptide sequence is GRKRPIVRILRRVHH. The MHC is HLA-DPA10301-DPB10402 with pseudo-sequence HLA-DPA10301-DPB10402. The binding affinity (normalized) is 0.346. (6) The peptide sequence is GKNERELATLHHLNP. The binding affinity (normalized) is 0.339. The MHC is DRB4_0101 with pseudo-sequence DRB4_0103. (7) The peptide sequence is EKKYFACTQFEPLAA. The MHC is HLA-DPA10201-DPB11401 with pseudo-sequence HLA-DPA10201-DPB11401. The binding affinity (normalized) is 0.774.